Dataset: Forward reaction prediction with 1.9M reactions from USPTO patents (1976-2016). Task: Predict the product of the given reaction. (1) Given the reactants [NH:1]1[C:9]2[C:4](=[C:5]([N:10]3[CH2:15][CH2:14][N:13]([C:16]([O:18][C:19]([CH3:22])([CH3:21])[CH3:20])=[O:17])[CH2:12][CH2:11]3)[CH:6]=[CH:7][CH:8]=2)[CH:3]=N1.N1C2C(=C(N)C=CC=2)[CH:25]=N1, predict the reaction product. The product is: [NH:1]1[C:9]2[C:4](=[C:5]([N:10]3[CH2:11][CH2:12][N:13]([C:16]([O:18][C:19]([CH3:22])([CH3:21])[CH3:20])=[O:17])[CH2:14][CH2:15]3)[CH:6]=[CH:7][CH:8]=2)[CH:3]=[CH:25]1. (2) The product is: [CH:5]([C:4]1[C:10]([C:9]([O:21][CH2:18][CH3:19])=[O:23])=[C:11]([CH3:13])[NH:2][CH:3]=1)([CH3:7])[CH3:6]. Given the reactants Cl.[NH2:2][CH2:3][C:4](=O)[CH:5]([CH3:7])[CH3:6].[C:9](OCC)(=O)[CH2:10][C:11]([CH3:13])=O.[C:18]([O-:21])(=O)[CH3:19].[Na+].[OH2:23], predict the reaction product.